Dataset: Catalyst prediction with 721,799 reactions and 888 catalyst types from USPTO. Task: Predict which catalyst facilitates the given reaction. (1) Reactant: [NH2:1][C:2]1[N:6]([C:7]2[CH:12]=[CH:11][CH:10]=[CH:9][CH:8]=2)[N:5]=[CH:4][C:3]=1[C:13]#[N:14].S(=O)(=O)(O)[OH:16]. Product: [NH2:1][C:2]1[N:6]([C:7]2[CH:12]=[CH:11][CH:10]=[CH:9][CH:8]=2)[N:5]=[CH:4][C:3]=1[C:13]([NH2:14])=[O:16]. The catalyst class is: 328. (2) Reactant: [CH2:1]([O:8][C:9]1[CH:14]=[C:13]([O:15][CH2:16][C:17]2[CH:22]=[CH:21][CH:20]=[CH:19][CH:18]=2)[CH:12]=[C:11]([O:23][C:24]2[CH:29]=[CH:28][C:27]([N+:30]([O-:32])=[O:31])=[CH:26][CH:25]=2)[C:10]=1[C:33]1[O:37][N:36]=[C:35]([C:38](O)=[O:39])[CH:34]=1)[C:2]1[CH:7]=[CH:6][CH:5]=[CH:4][CH:3]=1.CN(C(ON1N=NC2C=CC=CC1=2)=[N+](C)C)C.[B-](F)(F)(F)F.Cl.[F:64][CH2:65][CH2:66][NH2:67].CCN(C(C)C)C(C)C. Product: [CH2:1]([O:8][C:9]1[CH:14]=[C:13]([O:15][CH2:16][C:17]2[CH:18]=[CH:19][CH:20]=[CH:21][CH:22]=2)[CH:12]=[C:11]([O:23][C:24]2[CH:29]=[CH:28][C:27]([N+:30]([O-:32])=[O:31])=[CH:26][CH:25]=2)[C:10]=1[C:33]1[O:37][N:36]=[C:35]([C:38]([NH:67][CH2:66][CH2:65][F:64])=[O:39])[CH:34]=1)[C:2]1[CH:3]=[CH:4][CH:5]=[CH:6][CH:7]=1. The catalyst class is: 76. (3) Reactant: [N:1]([CH2:4][CH:5]1[O:13][C@H:12]2[C@@H:8]([N:9]=[C:10]([CH2:14][CH2:15][NH:16][C:17](=[O:23])[O:18][C:19]([CH3:22])([CH3:21])[CH3:20])[S:11]2)[C@@H:7]([OH:24])[C@@H:6]1[OH:25])=[N+]=[N-].O.C1(P(C2C=CC=CC=2)C2C=CC=CC=2)C=CC=CC=1. Product: [NH2:1][CH2:4][C@H:5]1[O:13][C@H:12]2[C@H:8]([N:9]=[C:10]([CH2:14][CH2:15][NH:16][C:17](=[O:23])[O:18][C:19]([CH3:22])([CH3:20])[CH3:21])[S:11]2)[C@@H:7]([OH:24])[C@@H:6]1[OH:25]. The catalyst class is: 1.